From a dataset of Forward reaction prediction with 1.9M reactions from USPTO patents (1976-2016). Predict the product of the given reaction. Given the reactants [CH:1]1([N:5]2[CH2:11][CH2:10][C:9]3[CH:12]=[CH:13][C:14]([O:16][CH2:17][CH2:18][CH2:19][C:20](O)=[O:21])=[CH:15][C:8]=3[CH2:7][CH2:6]2)[CH2:4][CH2:3][CH2:2]1.O.ON1C2C=CC=CC=2N=N1.C1(N=C=N)CCCCC1.[NH:43]1[CH2:48][CH2:47][O:46][CH2:45][CH2:44]1, predict the reaction product. The product is: [CH:1]1([N:5]2[CH2:11][CH2:10][C:9]3[CH:12]=[CH:13][C:14]([O:16][CH2:17][CH2:18][CH2:19][C:20]([N:43]4[CH2:48][CH2:47][O:46][CH2:45][CH2:44]4)=[O:21])=[CH:15][C:8]=3[CH2:7][CH2:6]2)[CH2:4][CH2:3][CH2:2]1.